This data is from CYP1A2 inhibition data for predicting drug metabolism from PubChem BioAssay. The task is: Regression/Classification. Given a drug SMILES string, predict its absorption, distribution, metabolism, or excretion properties. Task type varies by dataset: regression for continuous measurements (e.g., permeability, clearance, half-life) or binary classification for categorical outcomes (e.g., BBB penetration, CYP inhibition). Dataset: cyp1a2_veith. (1) The molecule is CC(C)[C@H](CO)Nc1nc(Nc2cc(N)cc(Cl)c2)c2ncn(C(C)C)c2n1. The result is 1 (inhibitor). (2) The molecule is Cc1ccc(NC(=O)COc2ccc(S(=O)(=O)N3CCOCC3)cc2)cc1. The result is 0 (non-inhibitor).